This data is from Reaction yield outcomes from USPTO patents with 853,638 reactions. The task is: Predict the reaction yield, written as a fraction of the theoretical maximum amount of product (1.0 means a 100% yield; for example, 0.34 means a 34% yield). (1) The reactants are [Br:1][C:2]1[CH:3]=[C:4]([NH2:8])[CH:5]=[N:6][CH:7]=1.[C:9]1([S:15](Cl)(=[O:17])=[O:16])[CH:14]=[CH:13][CH:12]=[CH:11][CH:10]=1. The catalyst is N1C=CC=CC=1. The product is [Br:1][C:2]1[CH:3]=[C:4]([NH:8][S:15]([C:9]2[CH:14]=[CH:13][CH:12]=[CH:11][CH:10]=2)(=[O:17])=[O:16])[CH:5]=[N:6][CH:7]=1. The yield is 0.770. (2) The reactants are [CH:1]1([N:6]2[C:15]3[N:14]=[C:13]([C:16]4[CH:21]=[CH:20][N:19]=[C:18]([OH:22])[CH:17]=4)[N:12]=[CH:11][C:10]=3[N:9]([CH3:23])[C:8](=[O:24])[C@H:7]2[CH2:25][CH3:26])[CH2:5][CH2:4][CH2:3][CH2:2]1.[CH2:27]1CCN2C(=NCCC2)CC1.P(OC)(OC)(OC)=O. The catalyst is O1CCOCC1. The product is [CH:1]1([N:6]2[C:15]3[N:14]=[C:13]([C:16]4[CH:21]=[CH:20][N:19]([CH3:27])[C:18](=[O:22])[CH:17]=4)[N:12]=[CH:11][C:10]=3[N:9]([CH3:23])[C:8](=[O:24])[C@H:7]2[CH2:25][CH3:26])[CH2:2][CH2:3][CH2:4][CH2:5]1. The yield is 0.500. (3) The reactants are [CH3:1][C:2]1[CH:3]=[C:4]([OH:9])[CH:5]=[C:6]([CH3:8])[CH:7]=1.[CH2:10]=[O:11].[Cl-].[Mg+2].[Cl-].C(N(CC)CC)C.Cl. The catalyst is C(#N)C. The product is [OH:9][C:4]1[CH:5]=[C:6]([CH3:8])[CH:7]=[C:2]([CH3:1])[C:3]=1[CH:10]=[O:11]. The yield is 0.840. (4) The reactants are [Br:1][C:2]1[CH:7]=[C:6]([CH3:8])[CH:5]=[CH:4][C:3]=1[OH:9].C(=O)([O-])[O-].[K+].[K+].Br[CH2:17][C:18]([O:20][C:21]([CH3:24])([CH3:23])[CH3:22])=[O:19]. The product is [C:21]([O:20][C:18](=[O:19])[CH2:17][O:9][C:3]1[CH:4]=[CH:5][C:6]([CH3:8])=[CH:7][C:2]=1[Br:1])([CH3:24])([CH3:23])[CH3:22]. The yield is 0.990. The catalyst is CC(C)=O. (5) The reactants are [O:1]1[C:5]2[CH:6]=[CH:7][CH:8]=[CH:9][C:4]=2[C:3]([N:10]([C:19]([O:21]CC(Cl)(Cl)Cl)=O)C(OCC(Cl)(Cl)Cl)=O)=[N:2]1.[C:27]1([C:33]2[N:34]=[C:35]([CH:38]3[CH2:43][CH2:42][NH:41][CH2:40][CH2:39]3)[S:36][CH:37]=2)[CH:32]=[CH:31][CH:30]=[CH:29][CH:28]=1.C(N(C(C)C)CC)(C)C.O. The catalyst is CS(C)=O. The product is [O:1]1[C:5]2[CH:6]=[CH:7][CH:8]=[CH:9][C:4]=2[C:3]([NH:10][C:19]([N:41]2[CH2:40][CH2:39][CH:38]([C:35]3[S:36][CH:37]=[C:33]([C:27]4[CH:32]=[CH:31][CH:30]=[CH:29][CH:28]=4)[N:34]=3)[CH2:43][CH2:42]2)=[O:21])=[N:2]1. The yield is 0.474. (6) The reactants are Cl.Cl.[NH2:3][CH2:4][CH2:5][S:6][S:7][CH2:8][CH2:9][NH2:10].C(N(CC)CC)C.[CH3:18][C:19]([O:22][C:23](O[C:23]([O:22][C:19]([CH3:21])([CH3:20])[CH3:18])=[O:24])=[O:24])([CH3:21])[CH3:20]. The catalyst is CO. The product is [NH2:3][CH2:4][CH2:5][S:6][S:7][CH2:8][CH2:9][NH:10][C:23](=[O:24])[O:22][C:19]([CH3:21])([CH3:20])[CH3:18]. The yield is 0.440. (7) The reactants are C(N1C[CH2:8][N:7]([CH2:10][C:11]2[CH:16]=[CH:15][C:14]([C:17]3[NH:26][C:25](=[O:27])[C:24]4[C:19](=[CH:20][C:21]([O:30][CH3:31])=[CH:22][C:23]=4[O:28][CH3:29])[N:18]=3)=[CH:13][CH:12]=2)[CH2:6][CH2:5]1)(C)C.[OH-].[Na+]. The catalyst is Cl. The product is [CH:19]([NH:18][CH:17]1[CH2:5][CH2:6][N:7]([CH2:10][C:11]2[CH:12]=[CH:13][C:14]([C:17]3[NH:26][C:25](=[O:27])[C:24]4[C:19](=[CH:20][C:21]([O:30][CH3:31])=[CH:22][C:23]=4[O:28][CH3:29])[N:18]=3)=[CH:15][CH:16]=2)[CH2:8][CH2:14]1)([CH3:24])[CH3:20]. The yield is 0.210.